Dataset: Catalyst prediction with 721,799 reactions and 888 catalyst types from USPTO. Task: Predict which catalyst facilitates the given reaction. (1) Reactant: C1COCC1.Cl[C:7]1[C:12]([Cl:13])=[CH:11][C:10]([C:14]([F:17])([F:16])[F:15])=[CH:9][N:8]=1.[H-].[Na+].[CH3:20][O:21][N:22]=[C:23]([C:32]1[O:36][N:35]=[C:34]([CH3:37])[CH:33]=1)[C:24]1[CH:29]=[CH:28][CH:27]=[CH:26][C:25]=1[CH2:30][OH:31]. Product: [CH3:20][O:21][N:22]=[C:23]([C:32]1[O:36][N:35]=[C:34]([CH3:37])[CH:33]=1)[C:24]1[CH:29]=[CH:28][CH:27]=[CH:26][C:25]=1[CH2:30][O:31][C:7]1[C:12]([Cl:13])=[CH:11][C:10]([C:14]([F:17])([F:16])[F:15])=[CH:9][N:8]=1. The catalyst class is: 6. (2) Reactant: [CH3:1][C:2]1[CH:7]=[C:6]([C:8]([N:10]2[C:16]3[CH:17]=[CH:18][CH:19]=[CH:20][C:15]=3[CH2:14][N:13]3[C:21]([C:24]([OH:26])=O)=[CH:22][CH:23]=[C:12]3[CH2:11]2)=[O:9])[CH:5]=[CH:4][C:3]=1[C:27]1[CH:32]=[CH:31][CH:30]=[CH:29][C:28]=1[C:33]([F:36])([F:35])[F:34].C(N1C=CN=C1)(N1C=CN=C1)=O.C(=O)(O)O.[NH2:53][C:54]([NH2:56])=[NH:55]. Product: [CH3:1][C:2]1[CH:7]=[C:6]([C:8]([N:10]2[C:16]3[CH:17]=[CH:18][CH:19]=[CH:20][C:15]=3[CH2:14][N:13]3[C:21]([C:24]([NH:55][C:54]([NH2:56])=[NH:53])=[O:26])=[CH:22][CH:23]=[C:12]3[CH2:11]2)=[O:9])[CH:5]=[CH:4][C:3]=1[C:27]1[CH:32]=[CH:31][CH:30]=[CH:29][C:28]=1[C:33]([F:36])([F:35])[F:34]. The catalyst class is: 35. (3) Product: [NH2:1][C:2]1[CH:6]=[C:5]([C:7]([CH3:8])([CH3:9])[CH3:10])[S:4][C:3]=1[C:11]([N:13]1[CH2:18][CH2:17][N:16]([CH3:26])[C:15](=[O:19])[C:14]1([CH3:21])[CH3:20])=[O:12]. The catalyst class is: 3. Reactant: [NH2:1][C:2]1[CH:6]=[C:5]([C:7]([CH3:10])([CH3:9])[CH3:8])[S:4][C:3]=1[C:11]([N:13]1[CH2:18][CH2:17][NH:16][C:15](=[O:19])[C:14]1([CH3:21])[CH3:20])=[O:12].[H-].[Na+].CI.[CH3:26]CCCCC.CCOC(C)=O.